From a dataset of Forward reaction prediction with 1.9M reactions from USPTO patents (1976-2016). Predict the product of the given reaction. (1) Given the reactants C[Si]([C:5]#[C:6][C:7]1[CH:12]=[CH:11][CH:10]=[CH:9][C:8]=1[CH2:13][C:14]([O:16]C)=O)(C)C.C(Cl)(=O)C(Cl)=O.CN(C=O)C.[Pb](SC#N)[S:30][C:31]#[N:32], predict the reaction product. The product is: [C:6]([C:7]1[CH:12]=[CH:11][CH:10]=[CH:9][C:8]=1[CH2:13][C:14]([N:32]=[C:31]=[S:30])=[O:16])#[CH:5]. (2) Given the reactants [Cl:1][C:2]1[C:3]2[CH:14]=[C:13]([F:15])[C:12]([C:16]([F:19])([F:18])[F:17])=[CH:11][C:4]=2[S:5][C:6]=1[C:7]([O:9]C)=[O:8].[Li+].[OH-].Cl, predict the reaction product. The product is: [Cl:1][C:2]1[C:3]2[CH:14]=[C:13]([F:15])[C:12]([C:16]([F:17])([F:19])[F:18])=[CH:11][C:4]=2[S:5][C:6]=1[C:7]([OH:9])=[O:8].